This data is from Forward reaction prediction with 1.9M reactions from USPTO patents (1976-2016). The task is: Predict the product of the given reaction. (1) Given the reactants [Cl:1][C:2]1[CH:3]=[C:4]([C:10]2([C:31]([F:34])([F:33])[F:32])[O:14][N:13]=[C:12]([C:15]3[CH:16]=[CH:17][C:18]([F:30])=[C:19]([CH:29]=3)[CH2:20][NH:21]C(=O)OC(C)(C)C)[CH2:11]2)[CH:5]=[C:6]([Cl:9])[C:7]=1[F:8].C(O)(C(F)(F)F)=O, predict the reaction product. The product is: [Cl:1][C:2]1[CH:3]=[C:4]([C:10]2([C:31]([F:33])([F:34])[F:32])[O:14][N:13]=[C:12]([C:15]3[CH:16]=[CH:17][C:18]([F:30])=[C:19]([CH2:20][NH2:21])[CH:29]=3)[CH2:11]2)[CH:5]=[C:6]([Cl:9])[C:7]=1[F:8]. (2) Given the reactants [Br:1][C:2]1[CH:7]=[CH:6][CH:5]=[CH:4][C:3]=1[C:8](O)([CH3:10])[CH3:9].CCN(S(F)(F)[F:18])CC, predict the reaction product. The product is: [Br:1][C:2]1[CH:7]=[CH:6][CH:5]=[CH:4][C:3]=1[C:8]([F:18])([CH3:10])[CH3:9]. (3) Given the reactants [C:1](O)(=O)C.C=O.C([BH3-])#N.[Na+].[CH2:11]([N:18]1[CH2:23][CH2:22][CH:21]([NH:24][C:25]2[CH:33]=[CH:32][C:28]([C:29]([NH2:31])=[O:30])=[CH:27][CH:26]=2)[CH2:20][CH2:19]1)[C:12]1[CH:17]=[CH:16][CH:15]=[CH:14][CH:13]=1, predict the reaction product. The product is: [CH2:11]([N:18]1[CH2:19][CH2:20][CH:21]([N:24]([CH3:1])[C:25]2[CH:26]=[CH:27][C:28]([C:29]([NH2:31])=[O:30])=[CH:32][CH:33]=2)[CH2:22][CH2:23]1)[C:12]1[CH:13]=[CH:14][CH:15]=[CH:16][CH:17]=1.